This data is from Full USPTO retrosynthesis dataset with 1.9M reactions from patents (1976-2016). The task is: Predict the reactants needed to synthesize the given product. (1) Given the product [C:1]([O:5][C:6]([N:8]1[CH2:12][C@H:11]([CH2:13][N:14]([CH:31]([CH3:32])[CH3:33])[C:15](=[O:30])[C:16]2[CH:21]=[CH:20][C:19]([O:22][CH3:23])=[C:18]([O:24][CH2:25][CH2:26][CH2:27][O:28][CH3:29])[CH:17]=2)[C@@H:10]([NH:34][C:36]([O:38][CH:39]([CH3:41])[CH3:40])=[O:37])[CH2:9]1)=[O:7])([CH3:3])([CH3:4])[CH3:2], predict the reactants needed to synthesize it. The reactants are: [C:1]([O:5][C:6]([N:8]1[CH2:12][C@@H:11]([CH2:13][N:14]([CH:31]([CH3:33])[CH3:32])[C:15](=[O:30])[C:16]2[CH:21]=[CH:20][C:19]([O:22][CH3:23])=[C:18]([O:24][CH2:25][CH2:26][CH2:27][O:28][CH3:29])[CH:17]=2)[C@H:10]([NH2:34])[CH2:9]1)=[O:7])([CH3:4])([CH3:3])[CH3:2].Cl[C:36]([O:38][CH:39]([CH3:41])[CH3:40])=[O:37].C(N(CC)CC)C.C([O-])(O)=O.[Na+]. (2) The reactants are: [NH2:1][CH2:2][CH2:3][C@H:4]([NH:9]C(OC(C)(C)C)=O)[C:5]([O:7][CH3:8])=[O:6].Cl[C:18]([O:20][CH2:21][CH:22]1[C:34]2[CH:33]=[CH:32][CH:31]=[CH:30][C:29]=2[C:28]2[C:23]1=[CH:24][CH:25]=[CH:26][CH:27]=2)=[O:19]. Given the product [CH:33]1[C:34]2[CH:22]([CH2:21][O:20][C:18]([NH:1][CH2:2][CH2:3][C@H:4]([NH2:9])[C:5]([O:7][CH3:8])=[O:6])=[O:19])[C:23]3[C:28](=[CH:27][CH:26]=[CH:25][CH:24]=3)[C:29]=2[CH:30]=[CH:31][CH:32]=1, predict the reactants needed to synthesize it. (3) Given the product [CH3:1][O:2][C:3]1[C:12]([O:13][CH2:14][C:15]#[CH:16])=[CH:11][C:10]([N+:29]([O-:31])=[O:30])=[C:5]([CH:4]=1)[C:6]([O:8][CH3:9])=[O:7], predict the reactants needed to synthesize it. The reactants are: [CH3:1][O:2][C:3]1[CH:4]=[C:5]([CH:10]=[CH:11][C:12]=1[O:13][CH2:14][C:15]#[CH:16])[C:6]([O:8][CH3:9])=[O:7].C(O)CO.C(=O)=O.Cl[Sn](Cl)(Cl)Cl.[N+:29]([O-])([OH:31])=[O:30]. (4) Given the product [NH2:1][C:4]1[CH:5]=[C:6]([NH:11][C:12](=[O:25])[C:13]2[CH:18]=[CH:17][CH:16]=[C:15]([N:19]3[CH2:20][CH2:21][O:22][CH2:23][CH2:24]3)[CH:14]=2)[CH:7]=[CH:8][C:9]=1[CH3:10], predict the reactants needed to synthesize it. The reactants are: [N+:1]([C:4]1[CH:5]=[C:6]([NH:11][C:12](=[O:25])[C:13]2[CH:18]=[CH:17][CH:16]=[C:15]([N:19]3[CH2:24][CH2:23][O:22][CH2:21][CH2:20]3)[CH:14]=2)[CH:7]=[CH:8][C:9]=1[CH3:10])([O-])=O.[H][H]. (5) Given the product [F:55][C:42]1[C:43]([NH:48][S:49]([CH2:52][CH2:53][CH3:54])(=[O:51])=[O:50])=[CH:44][CH:45]=[C:46]([F:47])[C:41]=1[C:40]([NH:39][C:36]1[CH:37]=[C:38]2[C:30]([CH2:29][CH2:28][CH2:27][OH:26])=[N:31][NH:32][C:33]2=[N:34][CH:35]=1)=[O:56], predict the reactants needed to synthesize it. The reactants are: [F-].C([N+](CCCC)(CCCC)CCCC)CCC.[Si]([O:26][CH2:27][CH2:28][CH2:29][C:30]1[C:38]2[C:33](=[N:34][CH:35]=[C:36]([NH:39][C:40](=[O:56])[C:41]3[C:46]([F:47])=[CH:45][CH:44]=[C:43]([NH:48][S:49]([CH2:52][CH2:53][CH3:54])(=[O:51])=[O:50])[C:42]=3[F:55])[CH:37]=2)[NH:32][N:31]=1)(C(C)(C)C)(C)C.